Regression. Given a peptide amino acid sequence and an MHC pseudo amino acid sequence, predict their binding affinity value. This is MHC class I binding data. From a dataset of Peptide-MHC class I binding affinity with 185,985 pairs from IEDB/IMGT. (1) The peptide sequence is RLDKPLWLH. The MHC is HLA-A80:01 with pseudo-sequence HLA-A80:01. The binding affinity (normalized) is 0.433. (2) The peptide sequence is LTKHPNQEY. The MHC is HLA-A01:01 with pseudo-sequence HLA-A01:01. The binding affinity (normalized) is 0.0979. (3) The peptide sequence is AMDEFIQRY. The MHC is HLA-A68:01 with pseudo-sequence HLA-A68:01. The binding affinity (normalized) is 0. (4) The peptide sequence is PDPNANPNV. The MHC is H-2-Kk with pseudo-sequence H-2-Kk. The binding affinity (normalized) is 0.0929. (5) The peptide sequence is IMMLHCYESY. The MHC is Mamu-B17 with pseudo-sequence Mamu-B17. The binding affinity (normalized) is 0.278. (6) The peptide sequence is EELKSLYNTV. The MHC is HLA-B39:01 with pseudo-sequence HLA-B39:01. The binding affinity (normalized) is 0.0847. (7) The peptide sequence is FLAPLPIHTA. The MHC is HLA-A68:02 with pseudo-sequence HLA-A68:02. The binding affinity (normalized) is 0.364. (8) The peptide sequence is LFCLLNRYFR. The MHC is HLA-A11:01 with pseudo-sequence HLA-A11:01. The binding affinity (normalized) is 0.417.